This data is from Catalyst prediction with 721,799 reactions and 888 catalyst types from USPTO. The task is: Predict which catalyst facilitates the given reaction. Reactant: [C:1](=[O:8])([O:3][C:4]([CH3:7])([CH3:6])[CH3:5])[NH2:2].C(=O)([O-])[O-].[Cs+].[Cs+].CC1(C)C2C(=C(P(C3C=CC=CC=3)C3C=CC=CC=3)C=CC=2)OC2C(P(C3C=CC=CC=3)C3C=CC=CC=3)=CC=CC1=2.Br[C:58]1[CH:59]=[CH:60][C:61]2[O:62][CH2:63][C:64](=[O:77])[N:65]([CH2:68][C:69]3[CH:74]=[CH:73][C:72]([O:75][CH3:76])=[CH:71][CH:70]=3)[C:66]=2[N:67]=1. Product: [C:4]([O:3][C:1](=[O:8])[NH:2][C:58]1[CH:59]=[CH:60][C:61]2[O:62][CH2:63][C:64](=[O:77])[N:65]([CH2:68][C:69]3[CH:74]=[CH:73][C:72]([O:75][CH3:76])=[CH:71][CH:70]=3)[C:66]=2[N:67]=1)([CH3:7])([CH3:6])[CH3:5]. The catalyst class is: 12.